This data is from Full USPTO retrosynthesis dataset with 1.9M reactions from patents (1976-2016). The task is: Predict the reactants needed to synthesize the given product. (1) Given the product [CH3:26][O:28][C:29]([CH:31]1[CH2:36][CH2:35][CH:34]([NH:37][C:2]2[N:7]=[C:6]([N:8]3[C:16]4[C:11](=[C:12]([O:17][CH2:18][CH2:19][CH2:20][S:21]([CH3:24])(=[O:23])=[O:22])[CH:13]=[CH:14][CH:15]=4)[CH:10]=[CH:9]3)[CH:5]=[CH:4][N:3]=2)[CH2:33][CH2:32]1)=[O:30], predict the reactants needed to synthesize it. The reactants are: Cl[C:2]1[N:7]=[C:6]([N:8]2[C:16]3[C:11](=[C:12]([O:17][CH2:18][CH2:19][CH2:20][S:21]([CH3:24])(=[O:23])=[O:22])[CH:13]=[CH:14][CH:15]=3)[CH:10]=[CH:9]2)[CH:5]=[CH:4][N:3]=1.Cl.[CH2:26]([O:28][C:29]([CH:31]1[CH2:36][CH2:35][CH:34]([NH2:37])[CH2:33][CH2:32]1)=[O:30])C.C([O-])([O-])=O.[K+].[K+].O. (2) Given the product [CH3:33][CH:34]([CH3:70])[C@H:35]([N:40]1[CH2:48][C:47]2[C:42](=[CH:43][C:44]([C:49]3[CH:50]=[CH:51][C:52]([NH:55][C:56]([C:58]4[S:59][CH:60]=[C:61]([C:63]5[CH:64]=[CH:65][CH:66]=[CH:67][CH:68]=5)[N:62]=4)=[O:57])=[CH:53][CH:54]=3)=[CH:45][CH:46]=2)[C:41]1=[O:69])[C:36]([OH:38])=[O:37], predict the reactants needed to synthesize it. The reactants are: C(NC1C=CC(C2C=C3C(CN([C@@H](C(C)C)C(O)=O)C3=O)=CC=2)=CC=1)(=O)C1C=CC=CC=1.[CH3:33][CH:34]([CH3:70])[C@H:35]([N:40]1[CH2:48][C:47]2[C:42](=[CH:43][C:44]([C:49]3[CH:54]=[CH:53][C:52]([NH:55][C:56]([C:58]4[S:59][CH:60]=[C:61]([C:63]5[CH:68]=[CH:67][CH:66]=[CH:65][CH:64]=5)[N:62]=4)=[O:57])=[CH:51][CH:50]=3)=[CH:45][CH:46]=2)[C:41]1=[O:69])[C:36]([O:38]C)=[O:37]. (3) Given the product [CH3:23][N:24]([CH3:28])[CH2:25][CH2:26][NH:27][C:20]([C:16]1[C:17]2[C:12](=[N:11][C:10]3[C:19]([N:18]=2)=[C:6]2[CH:5]=[CH:4][CH:3]=[C:2]([CH3:1])[C:7]2=[CH:8][CH:9]=3)[CH:13]=[CH:14][CH:15]=1)=[O:22], predict the reactants needed to synthesize it. The reactants are: [CH3:1][C:2]1[C:7]2=[CH:8][CH:9]=[C:10]3[C:19]([N:18]=[C:17]4[C:12]([CH:13]=[CH:14][CH:15]=[C:16]4[C:20]([OH:22])=O)=[N:11]3)=[C:6]2[CH:5]=[CH:4][CH:3]=1.[CH3:23][N:24]([CH3:28])[CH2:25][CH2:26][NH2:27]. (4) Given the product [OH:1][C@H:2]([CH2:8][CH2:9][CH2:10][CH2:11][CH2:12][CH2:13][CH2:14][CH2:15][CH2:16][CH2:17][CH3:18])[CH2:3][C:4]([O:6][CH3:7])=[O:5], predict the reactants needed to synthesize it. The reactants are: [O:1]=[C:2]([CH2:8][CH2:9][CH2:10][CH2:11][CH2:12][CH2:13][CH2:14][CH2:15][CH2:16][CH2:17][CH3:18])[CH2:3][C:4]([O:6][CH3:7])=[O:5].N#N.